This data is from Catalyst prediction with 721,799 reactions and 888 catalyst types from USPTO. The task is: Predict which catalyst facilitates the given reaction. Reactant: P(Cl)(Cl)(Cl)=O.[N:6]1[CH:11]=CC=C[CH:7]=1.[N:12]12[CH2:22][CH2:21][CH2:20][N:19]=[C:18]1[CH2:17][CH2:16][CH2:15][CH2:14][CH2:13]2.[OH2:23]. Product: [CH:7]1[N:6]=[CH:11][N:19]2[CH2:18][CH2:17][CH2:16][C:15](=[C:14]3[CH2:21][CH2:22][NH:12][C:13]3=[O:23])[C:20]=12. The catalyst class is: 4.